This data is from Merck oncology drug combination screen with 23,052 pairs across 39 cell lines. The task is: Regression. Given two drug SMILES strings and cell line genomic features, predict the synergy score measuring deviation from expected non-interaction effect. (1) Drug 1: O=S1(=O)NC2(CN1CC(F)(F)F)C1CCC2Cc2cc(C=CCN3CCC(C(F)(F)F)CC3)ccc2C1. Drug 2: Cn1cc(-c2cnn3c(N)c(Br)c(C4CCCNC4)nc23)cn1. Cell line: SW620. Synergy scores: synergy=0.613. (2) Drug 1: O=P1(N(CCCl)CCCl)NCCCO1. Drug 2: CC(C)CC(NC(=O)C(Cc1ccccc1)NC(=O)c1cnccn1)B(O)O. Cell line: NCIH2122. Synergy scores: synergy=27.8. (3) Drug 1: N.N.O=C(O)C1(C(=O)O)CCC1.[Pt]. Drug 2: CCc1cnn2c(NCc3ccc[n+]([O-])c3)cc(N3CCCCC3CCO)nc12. Cell line: OVCAR3. Synergy scores: synergy=-15.0. (4) Drug 1: Nc1ccn(C2OC(CO)C(O)C2(F)F)c(=O)n1. Drug 2: O=C(O)C1(Cc2cccc(Nc3nccs3)n2)CCC(Oc2cccc(Cl)c2F)CC1. Cell line: ES2. Synergy scores: synergy=9.26. (5) Drug 1: CC1(c2nc3c(C(N)=O)cccc3[nH]2)CCCN1. Drug 2: NC1CCCCC1N.O=C(O)C(=O)O.[Pt+2]. Cell line: COLO320DM. Synergy scores: synergy=3.97. (6) Drug 1: CN(Cc1cnc2nc(N)nc(N)c2n1)c1ccc(C(=O)NC(CCC(=O)O)C(=O)O)cc1. Drug 2: Cn1cc(-c2cnn3c(N)c(Br)c(C4CCCNC4)nc23)cn1. Cell line: HT29. Synergy scores: synergy=-15.6.